From a dataset of Full USPTO retrosynthesis dataset with 1.9M reactions from patents (1976-2016). Predict the reactants needed to synthesize the given product. (1) Given the product [NH2:8][C@H:9]([C@@H:13]([OH:18])[C:14]([CH3:16])([CH3:15])[CH3:17])[C:10]([OH:12])=[O:11], predict the reactants needed to synthesize it. The reactants are: C(OC([NH:8][C@H:9]([C@@H:13]([OH:18])[C:14]([CH3:17])([CH3:16])[CH3:15])[C:10]([O-:12])=[O:11])=O)(C)(C)C. (2) The reactants are: [C:1]1([C:21]2[CH:26]=[CH:25][CH:24]=[CH:23][CH:22]=2)[CH:6]=[CH:5][CH:4]=[CH:3][C:2]=1[NH:7][C:8]1[C:13]2[O:14][C:15]3[CH:20]=[CH:19][CH:18]=[CH:17][C:16]=3[C:12]=2[CH:11]=[CH:10][CH:9]=1.I[C:28]1[CH:33]=[CH:32][C:31]([O:34][CH3:35])=[CH:30][CH:29]=1.C(=O)([O-])[O-].[K+].[K+].C1OCCOCCOCCOCCOCCOC1. Given the product [C:1]1([C:21]2[CH:22]=[CH:23][CH:24]=[CH:25][CH:26]=2)[CH:6]=[CH:5][CH:4]=[CH:3][C:2]=1[N:7]([C:28]1[CH:33]=[CH:32][C:31]([O:34][CH3:35])=[CH:30][CH:29]=1)[C:8]1[C:13]2[O:14][C:15]3[CH:20]=[CH:19][CH:18]=[CH:17][C:16]=3[C:12]=2[CH:11]=[CH:10][CH:9]=1, predict the reactants needed to synthesize it. (3) Given the product [Cl:9][C:6]1[N:5]=[CH:4][C:3]([C:10]([N:12]2[CH2:17][CH2:16][CH:15]([C:18]3[CH:23]=[CH:22][C:21]([F:24])=[CH:20][CH:19]=3)[CH2:14][CH2:13]2)=[O:11])=[C:2]([NH:33][CH:31]([C:25]2[CH:30]=[CH:29][CH:28]=[CH:27][CH:26]=2)[CH3:32])[C:7]=1[CH3:8], predict the reactants needed to synthesize it. The reactants are: Cl[C:2]1[C:7]([CH3:8])=[C:6]([Cl:9])[N:5]=[CH:4][C:3]=1[C:10]([N:12]1[CH2:17][CH2:16][CH:15]([C:18]2[CH:23]=[CH:22][C:21]([F:24])=[CH:20][CH:19]=2)[CH2:14][CH2:13]1)=[O:11].[C:25]1([CH:31]([NH2:33])[CH3:32])[CH:30]=[CH:29][CH:28]=[CH:27][CH:26]=1. (4) Given the product [CH3:7][C:8]1[O:12][C:11]([C:13]2[CH:14]=[C:15]([CH2:16][OH:17])[CH:19]=[CH:20][CH:21]=2)=[N:10][CH:9]=1, predict the reactants needed to synthesize it. The reactants are: [H-].[H-].[H-].[H-].[Li+].[Al+3].[CH3:7][C:8]1[O:12][C:11]([C:13]2[CH:14]=[C:15]([CH:19]=[CH:20][CH:21]=2)[C:16](O)=[O:17])=[N:10][CH:9]=1.Cl. (5) Given the product [CH3:26][S:27]([O:10][CH2:9][C@@H:8]([NH:11][C:12]([O:13][C:14]([CH3:15])([CH3:17])[CH3:16])=[O:18])[CH2:7][CH:1]1[CH2:2][CH2:3][CH2:4][CH2:5][CH2:6]1)(=[O:29])=[O:28], predict the reactants needed to synthesize it. The reactants are: [CH:1]1([CH2:7][C@H:8]([NH:11][C:12](=[O:18])[O:13][C:14]([CH3:17])([CH3:16])[CH3:15])[CH2:9][OH:10])[CH2:6][CH2:5][CH2:4][CH2:3][CH2:2]1.C(N(CC)CC)C.[CH3:26][S:27](Cl)(=[O:29])=[O:28]. (6) Given the product [F:17][C:11]1[CH:10]=[C:9]([C:4]2[CH:5]=[C:6]([NH2:8])[S:7][N:3]=2)[CH:14]=[CH:13][C:12]=1[O:15][CH3:16], predict the reactants needed to synthesize it. The reactants are: OO.[NH2:3][C:4]([C:9]1[CH:14]=[CH:13][C:12]([O:15][CH3:16])=[C:11]([F:17])[CH:10]=1)=[CH:5][C:6]([NH2:8])=[S:7]. (7) Given the product [Cl:37][C:36]1[C:32]([CH:30]([O:29][C:27]([NH:26][C:25]2[CH:24]=[C:23]([F:38])[S:22][C:21]=2[C:18]2[CH:19]=[CH:20][C:15]([C:12]3[CH:13]=[CH:14][C:9]([C:6]4([C:4]([OH:5])=[O:3])[CH2:8][CH2:7]4)=[CH:10][CH:11]=3)=[C:16]([O:39][CH3:40])[CH:17]=2)=[O:28])[CH3:31])=[CH:33][S:34][CH:35]=1, predict the reactants needed to synthesize it. The reactants are: C([O:3][C:4]([C:6]1([C:9]2[CH:14]=[CH:13][C:12]([C:15]3[CH:20]=[CH:19][C:18]([C:21]4[S:22][C:23]([F:38])=[CH:24][C:25]=4[NH:26][C:27]([O:29][CH:30]([C:32]4[C:36]([Cl:37])=[CH:35][S:34][CH:33]=4)[CH3:31])=[O:28])=[CH:17][C:16]=3[O:39][CH3:40])=[CH:11][CH:10]=2)[CH2:8][CH2:7]1)=[O:5])C.[OH-].[Na+].Cl.